Dataset: Forward reaction prediction with 1.9M reactions from USPTO patents (1976-2016). Task: Predict the product of the given reaction. (1) Given the reactants [Si:1]([O:18][CH2:19][CH2:20][CH2:21][CH:22]=[O:23])([C:14]([CH3:17])([CH3:16])[CH3:15])([C:8]1[CH:13]=[CH:12][CH:11]=[CH:10][CH:9]=1)[C:2]1[CH:7]=[CH:6][CH:5]=[CH:4][CH:3]=1.[CH3:24][CH2:25][Mg+].[Br-].[NH4+].[Cl-], predict the reaction product. The product is: [Si:1]([O:18][CH2:19][CH2:20][CH2:21][CH:22]([OH:23])[CH2:24][CH3:25])([C:14]([CH3:16])([CH3:17])[CH3:15])([C:8]1[CH:9]=[CH:10][CH:11]=[CH:12][CH:13]=1)[C:2]1[CH:3]=[CH:4][CH:5]=[CH:6][CH:7]=1. (2) The product is: [CH:1]1([CH2:6][C:7]2[N:11]([C:12]3[CH:17]=[CH:16][C:15]([C:18]([NH:20][CH2:21][CH3:22])=[O:19])=[CH:14][CH:13]=3)[N:10]=[N:9][C:8]=2[C:23]([NH:32][CH:30]2[CH2:31][CH2:29]2)=[O:25])[CH2:5][CH2:4][CH2:3][CH2:2]1. Given the reactants [CH:1]1([CH2:6][C:7]2[N:11]([C:12]3[CH:17]=[CH:16][C:15]([C:18]([NH:20][CH2:21][CH3:22])=[O:19])=[CH:14][CH:13]=3)[N:10]=[N:9][C:8]=2[C:23]([OH:25])=O)[CH2:5][CH2:4][CH2:3][CH2:2]1.C1C=C[C:29]2N(O)N=[N:32][C:30]=2[CH:31]=1.C1(N)CC1.CCN=C=NCCCN(C)C, predict the reaction product. (3) The product is: [NH:1]([C:16]([O:18][C:19]([CH3:22])([CH3:21])[CH3:20])=[O:17])[C@@H:2]([C:13]([NH:23][C@H:24]([C:35]([O:37][CH3:38])=[O:36])[CH2:25][C:26]1[CH:27]=[CH:28][C:29]([N+:32]([O-:34])=[O:33])=[CH:30][CH:31]=1)=[O:15])[CH2:3][C:4]1[CH:5]=[CH:6][C:7]([N+:10]([O-:12])=[O:11])=[CH:8][CH:9]=1. Given the reactants [NH:1]([C:16]([O:18][C:19]([CH3:22])([CH3:21])[CH3:20])=[O:17])[C@@H:2]([C:13]([OH:15])=O)[CH2:3][C:4]1[CH:9]=[CH:8][C:7]([N+:10]([O-:12])=[O:11])=[CH:6][CH:5]=1.[NH2:23][C@H:24]([C:35]([O:37][CH3:38])=[O:36])[CH2:25][C:26]1[CH:31]=[CH:30][C:29]([N+:32]([O-:34])=[O:33])=[CH:28][CH:27]=1.Cl.C1CN([P+](ON2N=NC3C=CC=CC2=3)(N2CCCC2)N2CCCC2)CC1.F[P-](F)(F)(F)(F)F.CCN(C(C)C)C(C)C, predict the reaction product.